From a dataset of Catalyst prediction with 721,799 reactions and 888 catalyst types from USPTO. Predict which catalyst facilitates the given reaction. (1) Reactant: [NH2:1][C:2]1[C:7]2[CH:8]=[CH:9][N:10]([C:11]([C:13]3[C:18]([Cl:19])=[CH:17][CH:16]=[CH:15][C:14]=3[Cl:20])=[O:12])[C:6]=2[CH:5]=[CH:4][N:3]=1.C(N(CC)CC)C.Cl[C:29]([O:31][CH3:32])=[O:30].O. Product: [Cl:20][C:14]1[CH:15]=[CH:16][CH:17]=[C:18]([Cl:19])[C:13]=1[C:11]([N:10]1[C:6]2[CH:5]=[CH:4][N:3]=[C:2]([NH:1][C:29](=[O:30])[O:31][CH3:32])[C:7]=2[CH:8]=[CH:9]1)=[O:12]. The catalyst class is: 7. (2) Reactant: C(=O)([O-])[O-].[K+].[K+].C([O:15][C@@H:16]1[C@@H:42]([O:43]C(=O)C2C=CC=CC=2)[CH2:41][C@@H:40]([CH2:52][O:53]C(=O)C2C=CC=CC=2)[O:39][C@H:17]1[O:18][C:19]1[CH:24]=[C:23]([CH2:25][O:26]C(=O)C)[CH:22]=[CH:21][C:20]=1[CH2:30][C:31]1[CH:36]=[CH:35][C:34]([CH2:37][CH3:38])=[CH:33][CH:32]=1)(=O)C1C=CC=CC=1. Product: [O:18]([C:19]1[CH:24]=[C:23]([CH2:25][OH:26])[CH:22]=[CH:21][C:20]=1[CH2:30][C:31]1[CH:32]=[CH:33][C:34]([CH2:37][CH3:38])=[CH:35][CH:36]=1)[C@@H:17]1[O:39][C@H:40]([CH2:52][OH:53])[CH2:41][C@H:42]([OH:43])[C@H:16]1[OH:15]. The catalyst class is: 5.